Dataset: Forward reaction prediction with 1.9M reactions from USPTO patents (1976-2016). Task: Predict the product of the given reaction. (1) Given the reactants C[O:2][C:3]1[CH:8]=[CH:7][C:6]([C:9]2[CH:13]=[CH:12][N:11]([CH3:14])[N:10]=2)=[CH:5][C:4]=1[CH3:15].Br, predict the reaction product. The product is: [CH3:15][C:4]1[CH:5]=[C:6]([C:9]2[CH:13]=[CH:12][N:11]([CH3:14])[N:10]=2)[CH:7]=[CH:8][C:3]=1[OH:2]. (2) Given the reactants [CH3:1][N:2]1[CH2:7][CH2:6][N:5]([CH2:8][C:9]2([C:15]3[CH:20]=[CH:19][CH:18]=[CH:17][CH:16]=3)[CH2:14][CH2:13][NH:12][CH2:11][CH2:10]2)[CH2:4][CH2:3]1.[C:21]1([CH:27]([N:34]=[C:35]=[O:36])[C:28]2[CH:33]=[CH:32][CH:31]=[CH:30][CH:29]=2)[CH:26]=[CH:25][CH:24]=[CH:23][CH:22]=1, predict the reaction product. The product is: [CH:27]([NH:34][C:35]([N:12]1[CH2:11][CH2:10][C:9]([CH2:8][N:5]2[CH2:6][CH2:7][N:2]([CH3:1])[CH2:3][CH2:4]2)([C:15]2[CH:20]=[CH:19][CH:18]=[CH:17][CH:16]=2)[CH2:14][CH2:13]1)=[O:36])([C:28]1[CH:29]=[CH:30][CH:31]=[CH:32][CH:33]=1)[C:21]1[CH:26]=[CH:25][CH:24]=[CH:23][CH:22]=1. (3) Given the reactants [CH:1](=O)[C:2]1[CH:7]=[CH:6][CH:5]=[CH:4][CH:3]=1.[CH:9]1([NH:12][CH2:13][CH2:14][CH2:15][CH2:16][N:17]([CH3:40])[C:18]([CH2:20][N:21]([CH2:28][C:29]2[CH:34]=[C:33]([C:35]([O:37][CH2:38][CH3:39])=[O:36])[CH:32]=[CH:31][N:30]=2)[C:22](=[O:27])[C:23]([F:26])([F:25])[F:24])=[O:19])[CH2:11][CH2:10]1, predict the reaction product. The product is: [CH2:1]([N:12]([CH:9]1[CH2:10][CH2:11]1)[CH2:13][CH2:14][CH2:15][CH2:16][N:17]([CH3:40])[C:18]([CH2:20][N:21]([CH2:28][C:29]1[CH:34]=[C:33]([C:35]([O:37][CH2:38][CH3:39])=[O:36])[CH:32]=[CH:31][N:30]=1)[C:22](=[O:27])[C:23]([F:25])([F:26])[F:24])=[O:19])[C:2]1[CH:7]=[CH:6][CH:5]=[CH:4][CH:3]=1.